From a dataset of Peptide-MHC class I binding affinity with 185,985 pairs from IEDB/IMGT. Regression. Given a peptide amino acid sequence and an MHC pseudo amino acid sequence, predict their binding affinity value. This is MHC class I binding data. (1) The peptide sequence is VIANSTNAT. The MHC is HLA-A69:01 with pseudo-sequence HLA-A69:01. The binding affinity (normalized) is 0.0847. (2) The peptide sequence is KVLSIMAFI. The MHC is HLA-B08:01 with pseudo-sequence HLA-B08:01. The binding affinity (normalized) is 0.0583. (3) The peptide sequence is KINEMVDELV. The MHC is HLA-A02:01 with pseudo-sequence HLA-A02:01. The binding affinity (normalized) is 0.0590. (4) The peptide sequence is MAAAAFPAL. The MHC is HLA-B27:20 with pseudo-sequence HLA-B27:20. The binding affinity (normalized) is 0.510. (5) The binding affinity (normalized) is 0.899. The MHC is Mamu-B52 with pseudo-sequence Mamu-B52. The peptide sequence is RQFMTAFEF. (6) The peptide sequence is FPYAIRLVA. The MHC is HLA-B15:42 with pseudo-sequence HLA-B15:42. The binding affinity (normalized) is 0.213. (7) The peptide sequence is LMIFISSFLL. The MHC is HLA-A03:01 with pseudo-sequence HLA-A03:01. The binding affinity (normalized) is 0.442.